This data is from Catalyst prediction with 721,799 reactions and 888 catalyst types from USPTO. The task is: Predict which catalyst facilitates the given reaction. (1) Reactant: C(NC(=O)CCN1CCC(NC[C@H](O)C2C=CC(O)=C3C=2C=CC(=O)N3)CC1)C1C=CC=CC=1.[Si:35]([O:42][C@H:43]([C:57]1[CH:66]=[CH:65][C:64]([OH:67])=[C:63]2[C:58]=1[CH:59]=[CH:60][C:61](=[O:68])[NH:62]2)[CH2:44][NH:45][CH:46]1[CH2:51][CH2:50][N:49]([CH2:52][CH2:53][C:54](O)=[O:55])[CH2:48][CH2:47]1)([C:38]([CH3:41])([CH3:40])[CH3:39])([CH3:37])[CH3:36].[CH3:69][O:70][C:71]1[CH:76]=[CH:75][CH:74]=[CH:73][C:72]=1[CH2:77][NH2:78].CN(C(ON1N=NC2C=CC=NC1=2)=[N+](C)C)C.F[P-](F)(F)(F)(F)F. Product: [Si:35]([O:42][C@H:43]([C:57]1[CH:66]=[CH:65][C:64]([OH:67])=[C:63]2[C:58]=1[CH:59]=[CH:60][C:61](=[O:68])[NH:62]2)[CH2:44][NH:45][CH:46]1[CH2:51][CH2:50][N:49]([CH2:52][CH2:53][C:54]([NH:78][CH2:77][C:72]2[CH:73]=[CH:74][CH:75]=[CH:76][C:71]=2[O:70][CH3:69])=[O:55])[CH2:48][CH2:47]1)([C:38]([CH3:39])([CH3:40])[CH3:41])([CH3:37])[CH3:36]. The catalyst class is: 338. (2) Reactant: C([O:3][C:4]([C:6]1[C:10]([CH3:11])=[CH:9][NH:8][C:7]=1[CH2:12][CH2:13][NH:14][CH2:15][CH2:16][N:17]1[CH2:22][CH2:21][CH2:20][CH2:19][CH2:18]1)=O)C.C[Al](C)C.O.[OH-].[Na+]. Product: [CH3:11][C:10]1[C:6]2[C:4](=[O:3])[N:14]([CH2:15][CH2:16][N:17]3[CH2:22][CH2:21][CH2:20][CH2:19][CH2:18]3)[CH2:13][CH2:12][C:7]=2[NH:8][CH:9]=1. The catalyst class is: 11. (3) Reactant: [C:1]([O:5][C:6](N1CC[C@H](O)C1)=[O:7])([CH3:4])([CH3:3])[CH3:2].[Br:14][C:15]1[CH:16]=[N:17][C:18]([Cl:22])=[C:19]([OH:21])[CH:20]=1.[C:23]1(P([C:24]2[CH:23]=CC=[CH:26][CH:25]=2)[C:24]2[CH:23]=CC=[CH:26][CH:25]=2)C=C[CH:26]=[CH:25][CH:24]=1.[N:42](C(OCC)=O)=NC(OCC)=O. The catalyst class is: 4. Product: [C:1]([O:5][C:6]([N:17]1[C:18]([Cl:22])=[C:19]([O:21][C@@H:24]2[CH2:25][CH2:26][NH:42][CH2:23]2)[CH:20]=[C:15]([Br:14])[CH2:16]1)=[O:7])([CH3:4])([CH3:2])[CH3:3]. (4) Reactant: [CH:1]([N:4]1[C:8]2=[N:9][C:10]([C:19]3[CH:24]=[CH:23][CH:22]=[C:21]([O:25][CH2:26][CH:27]4[CH2:29][O:28]4)[CH:20]=3)=[CH:11][C:12]([N:13]3[CH2:18][CH2:17][O:16][CH2:15][CH2:14]3)=[C:7]2[C:6]([CH3:30])=[N:5]1)([CH3:3])[CH3:2].[NH3:31]. Product: [NH2:31][CH2:29][CH:27]([OH:28])[CH2:26][O:25][C:21]1[CH:22]=[CH:23][CH:24]=[C:19]([C:10]2[N:9]=[C:8]3[N:4]([CH:1]([CH3:2])[CH3:3])[N:5]=[C:6]([CH3:30])[C:7]3=[C:12]([N:13]3[CH2:14][CH2:15][O:16][CH2:17][CH2:18]3)[CH:11]=2)[CH:20]=1. The catalyst class is: 5.